Dataset: Peptide-MHC class II binding affinity with 134,281 pairs from IEDB. Task: Regression. Given a peptide amino acid sequence and an MHC pseudo amino acid sequence, predict their binding affinity value. This is MHC class II binding data. (1) The peptide sequence is GINTIPIAINEAEYV. The MHC is DRB1_0802 with pseudo-sequence DRB1_0802. The binding affinity (normalized) is 0.0422. (2) The peptide sequence is AKAFAYYIEPQHRDVLQLYA. The MHC is DRB1_0701 with pseudo-sequence DRB1_0701. The binding affinity (normalized) is 0.577. (3) The peptide sequence is FKHTDACCRTHDM. The MHC is DRB1_0701 with pseudo-sequence DRB1_0701. The binding affinity (normalized) is 0. (4) The peptide sequence is VFGNCEGVKIIGISI. The MHC is DRB5_0101 with pseudo-sequence DRB5_0101. The binding affinity (normalized) is 0.224. (5) The peptide sequence is EHLSSLRNLCELLGV. The MHC is DRB3_0101 with pseudo-sequence DRB3_0101. The binding affinity (normalized) is 0. (6) The MHC is HLA-DQA10101-DQB10501 with pseudo-sequence HLA-DQA10101-DQB10501. The peptide sequence is SQDLELSWNLNGLNAY. The binding affinity (normalized) is 0.805. (7) The peptide sequence is VQMTLAKMANSEGSK. The MHC is DRB1_0101 with pseudo-sequence DRB1_0101. The binding affinity (normalized) is 0.790. (8) The peptide sequence is AATAAAAAAVDRGDP. The MHC is DRB1_0401 with pseudo-sequence DRB1_0401. The binding affinity (normalized) is 0. (9) The peptide sequence is SDLLTNSVIIMAYVT. The MHC is DRB1_0401 with pseudo-sequence DRB1_0401. The binding affinity (normalized) is 0.434. (10) The peptide sequence is KALYDLQRSAMVYSS. The MHC is DRB1_0401 with pseudo-sequence DRB1_0401. The binding affinity (normalized) is 0.857.